From a dataset of Full USPTO retrosynthesis dataset with 1.9M reactions from patents (1976-2016). Predict the reactants needed to synthesize the given product. (1) The reactants are: C[O:2][C:3](=O)[CH:4]([CH3:21])[CH2:5][N:6]([C:11]1[C:16]([N+:17]([O-])=O)=[CH:15][N:14]=[C:13]([Cl:20])[N:12]=1)[CH:7]1[CH2:10][CH2:9][CH2:8]1. Given the product [Cl:20][C:13]1[N:14]=[CH:15][C:16]2[NH:17][C:3](=[O:2])[CH:4]([CH3:21])[CH2:5][N:6]([CH:7]3[CH2:10][CH2:9][CH2:8]3)[C:11]=2[N:12]=1, predict the reactants needed to synthesize it. (2) Given the product [ClH:47].[ClH:47].[O:1]([C:8]1[C:9]([NH:21][C:22]2[S:26][N:25]=[C:24]([CH:27]3[CH2:32][CH2:31][N:30]([C:44]([NH2:45])=[O:43])[CH2:29][CH2:28]3)[N:23]=2)=[N:10][CH:11]=[C:12]([S:14][C:15]2[CH:20]=[CH:19][CH:18]=[CH:17][N:16]=2)[CH:13]=1)[C:2]1[CH:7]=[CH:6][CH:5]=[CH:4][CH:3]=1, predict the reactants needed to synthesize it. The reactants are: [O:1]([C:8]1[C:9]([NH:21][C:22]2[S:26][N:25]=[C:24]([CH:27]3[CH2:32][CH2:31][NH:30][CH2:29][CH2:28]3)[N:23]=2)=[N:10][CH:11]=[C:12]([S:14][C:15]2[CH:20]=[CH:19][CH:18]=[CH:17][N:16]=2)[CH:13]=1)[C:2]1[CH:7]=[CH:6][CH:5]=[CH:4][CH:3]=1.N1C=CC=CC=1.C(O)(=O)C.[O-:43][C:44]#[N:45].[K+].[ClH:47]. (3) Given the product [CH3:1][C:2]([CH3:18])([CH3:17])[CH2:3][N:4]([CH3:19])[CH2:5][C:6]([CH3:16])([N:8]1[CH:12]=[C:11]([N+:13]([O-:15])=[O:14])[N:10]=[CH:9]1)[CH3:7], predict the reactants needed to synthesize it. The reactants are: [CH3:1][C:2]([CH3:18])([CH3:17])[CH2:3][NH:4][CH2:5][C:6]([CH3:16])([N:8]1[CH:12]=[C:11]([N+:13]([O-:15])=[O:14])[N:10]=[CH:9]1)[CH3:7].[CH2:19]=O. (4) Given the product [CH2:1]([O:8][N:9]1[C:15](=[O:16])[N:14]2[CH2:17][C@H:10]1[CH2:11][CH2:12][C@H:13]2[C:18]([NH:26][NH:25][C:21](=[O:24])[CH2:22][CH3:23])=[O:20])[C:2]1[CH:3]=[CH:4][CH:5]=[CH:6][CH:7]=1, predict the reactants needed to synthesize it. The reactants are: [CH2:1]([O:8][N:9]1[C:15](=[O:16])[N:14]2[CH2:17][C@H:10]1[CH2:11][CH2:12][C@H:13]2[C:18]([OH:20])=O)[C:2]1[CH:7]=[CH:6][CH:5]=[CH:4][CH:3]=1.[C:21]([NH:25][NH2:26])(=[O:24])[CH2:22][CH3:23].ON1C2C=CC=CC=2N=N1.Cl.C(N=C=NCCCN(C)C)C. (5) Given the product [N:41]1([CH2:7][CH2:8][CH2:9][O:10][C:11]2[CH:20]=[C:19]3[C:14]([C:15]([O:21][C:22]4[C:23]([CH3:32])=[N:24][C:25]5[C:30]([CH:31]=4)=[CH:29][CH:28]=[CH:27][CH:26]=5)=[CH:16][CH:17]=[N:18]3)=[CH:13][C:12]=2[O:33][CH3:34])[CH:45]=[CH:44][N:43]=[CH:42]1, predict the reactants needed to synthesize it. The reactants are: CN(C)C=O.Cl[CH2:7][CH2:8][CH2:9][O:10][C:11]1[CH:20]=[C:19]2[C:14]([C:15]([O:21][C:22]3[C:23]([CH3:32])=[N:24][C:25]4[C:30]([CH:31]=3)=[CH:29][CH:28]=[CH:27][CH:26]=4)=[CH:16][CH:17]=[N:18]2)=[CH:13][C:12]=1[O:33][CH3:34].C(=O)([O-])[O-].[K+].[K+].[NH:41]1[CH:45]=[CH:44][N:43]=[CH:42]1.